Dataset: Forward reaction prediction with 1.9M reactions from USPTO patents (1976-2016). Task: Predict the product of the given reaction. (1) Given the reactants [F:1][C:2]1[C:3]([C:18]([O:21]COC)([CH3:20])[CH3:19])=[C:4]([B:9]2[O:13]C(C)(C)C(C)(C)O2)[CH:5]=[C:6]([CH3:8])[CH:7]=1.Cl, predict the reaction product. The product is: [F:1][C:2]1[C:3]2[C:18]([CH3:19])([CH3:20])[O:21][B:9]([OH:13])[C:4]=2[CH:5]=[C:6]([CH3:8])[CH:7]=1. (2) Given the reactants C([O-])(=O)C.[NH4+].[F:6][C:7]1[CH:8]=[C:9]([C:17]2[C:25]3[CH2:24][CH2:23][C:22](=O)[C:21]=3[CH:20]=[N:19][CH:18]=2)[CH:10]=[CH:11][C:12]=1[C:13]([F:16])([F:15])[F:14].C([BH3-])#[N:28].[Na+], predict the reaction product. The product is: [F:6][C:7]1[CH:8]=[C:9]([C:17]2[C:25]3[CH2:24][CH2:23][CH:22]([NH2:28])[C:21]=3[CH:20]=[N:19][CH:18]=2)[CH:10]=[CH:11][C:12]=1[C:13]([F:16])([F:15])[F:14]. (3) Given the reactants [CH3:1][O:2][C:3](=[O:19])[C:4]1[CH:9]=[C:8]([N+:10]([O-])=O)[C:7]([S:13][CH2:14][C:15](OC)=[O:16])=[N:6][CH:5]=1, predict the reaction product. The product is: [CH3:1][O:2][C:3]([C:4]1[CH:5]=[N:6][C:7]2[S:13][CH2:14][C:15](=[O:16])[NH:10][C:8]=2[CH:9]=1)=[O:19]. (4) Given the reactants [C:1]([C:3]1[CH:4]=[C:5]([C:13]2[S:17][N:16]=[C:15]([C:18]3[C:19]([CH2:37][CH3:38])=[C:20]([CH:24]4[CH2:29][CH2:28][N:27](C(OC(C)(C)C)=O)[CH2:26][CH2:25]4)[CH:21]=[CH:22][CH:23]=3)[N:14]=2)[CH:6]=[CH:7][C:8]=1[CH2:9][CH:10]([CH3:12])[CH3:11])#[N:2].C(O)(C(F)(F)F)=O, predict the reaction product. The product is: [CH2:37]([C:19]1[C:20]([CH:24]2[CH2:29][CH2:28][NH:27][CH2:26][CH2:25]2)=[CH:21][CH:22]=[CH:23][C:18]=1[C:15]1[N:14]=[C:13]([C:5]2[CH:6]=[CH:7][C:8]([CH2:9][CH:10]([CH3:11])[CH3:12])=[C:3]([CH:4]=2)[C:1]#[N:2])[S:17][N:16]=1)[CH3:38].